Dataset: Forward reaction prediction with 1.9M reactions from USPTO patents (1976-2016). Task: Predict the product of the given reaction. (1) Given the reactants [C:1]([O:4][CH:5]=[CH2:6])(=[O:3])[CH3:2].OC([C:10]1[NH:15][C:14](=[O:16])[CH:13]=[CH:12][N:11]=1)C, predict the reaction product. The product is: [C:1]([O:4][C@@H:5]([C:10]1[NH:15][C:14](=[O:16])[CH:13]=[CH:12][N:11]=1)[CH3:6])(=[O:3])[CH3:2]. (2) Given the reactants [CH3:1][O:2][C:3](=[O:13])[C:4]1[CH:12]=[CH:11][CH:10]=[C:6]([C:7]([OH:9])=O)[CH:5]=1.[N:14]1[C:23]2[C:18](=[CH:19][CH:20]=[CH:21][CH:22]=2)[CH:17]=[CH:16][C:15]=1[NH:24][C@H:25]1[CH2:30][CH2:29][C@@H:28]([NH2:31])[CH2:27][CH2:26]1.C1C=CC2N(O)N=NC=2C=1.O.CCN=C=NCCCN(C)C.Cl, predict the reaction product. The product is: [CH3:1][O:2][C:3](=[O:13])[C:4]1[CH:12]=[CH:11][CH:10]=[C:6]([C:7]([NH:31][C@H:28]2[CH2:27][CH2:26][C@@H:25]([NH:24][C:15]3[CH:16]=[CH:17][C:18]4[C:23](=[CH:22][CH:21]=[CH:20][CH:19]=4)[N:14]=3)[CH2:30][CH2:29]2)=[O:9])[CH:5]=1. (3) Given the reactants C(N(CC)C(C)C)(C)C.[NH:10]1[CH2:15][CH2:14][NH:13][CH2:12][C:11]1=[O:16].CCN=C=NCCCN(C)C.C1C=CC2N(O)N=NC=2C=1.[CH2:38]([C:40]1[C:56]([F:57])=[CH:55][C:43]([O:44][C:45]2[CH:53]=[CH:52][C:48]([C:49](O)=[O:50])=[CH:47][C:46]=2[F:54])=[C:42]([O:58][CH3:59])[CH:41]=1)[CH3:39].C(=O)([O-])O.[Na+], predict the reaction product. The product is: [CH2:38]([C:40]1[C:56]([F:57])=[CH:55][C:43]([O:44][C:45]2[CH:53]=[CH:52][C:48]([C:49]([N:13]3[CH2:14][CH2:15][NH:10][C:11](=[O:16])[CH2:12]3)=[O:50])=[CH:47][C:46]=2[F:54])=[C:42]([O:58][CH3:59])[CH:41]=1)[CH3:39]. (4) Given the reactants [NH2:1][C:2]1[C:7]([N+:8]([O-])=O)=[CH:6][C:5]([OH:11])=[CH:4][C:3]=1[CH3:12].[H][H], predict the reaction product. The product is: [NH2:8][C:7]1[CH:6]=[C:5]([OH:11])[CH:4]=[C:3]([CH3:12])[C:2]=1[NH2:1].